Dataset: Forward reaction prediction with 1.9M reactions from USPTO patents (1976-2016). Task: Predict the product of the given reaction. (1) Given the reactants [CH3:1][O:2][C:3]1[CH:4]=[C:5]([NH2:15])[CH:6]=[CH:7][C:8]=1[C:9]#[C:10][Si](C)(C)C.C([O-])([O-])=O.[K+].[K+], predict the reaction product. The product is: [C:9]([C:8]1[CH:7]=[CH:6][C:5]([NH2:15])=[CH:4][C:3]=1[O:2][CH3:1])#[CH:10]. (2) Given the reactants C[Si]([N-][Si](C)(C)C)(C)C.[Na+].[CH3:11][N:12]1[CH2:17][CH2:16][CH:15]([CH2:18][OH:19])[CH2:14][CH2:13]1.F[C:21]1[CH:28]=[CH:27][C:24]([C:25]#[N:26])=[CH:23][C:22]=1[O:29][CH3:30].O, predict the reaction product. The product is: [CH3:30][O:29][C:22]1[CH:23]=[C:24]([CH:27]=[CH:28][C:21]=1[O:19][CH2:18][CH:15]1[CH2:16][CH2:17][N:12]([CH3:11])[CH2:13][CH2:14]1)[C:25]#[N:26].